From a dataset of Forward reaction prediction with 1.9M reactions from USPTO patents (1976-2016). Predict the product of the given reaction. (1) Given the reactants [Br:1][C:2]1[CH:8]=[C:7]([O:9]C)[C:5]([NH2:6])=[CH:4][C:3]=1[CH3:11].B(Br)(Br)Br, predict the reaction product. The product is: [NH2:6][C:5]1[CH:4]=[C:3]([CH3:11])[C:2]([Br:1])=[CH:8][C:7]=1[OH:9]. (2) Given the reactants [C:1]([N:20]1[CH:24]=[C:23]([C:25](O)=[O:26])[N:22]=[CH:21]1)([C:14]1[CH:19]=[CH:18][CH:17]=[CH:16][CH:15]=1)([C:8]1[CH:13]=[CH:12][CH:11]=[CH:10][CH:9]=1)[C:2]1[CH:7]=[CH:6][CH:5]=[CH:4][CH:3]=1.O.ON1C2C=CC=CC=2N=N1.Cl.[NH2:40][C:41]1[N:46]([CH2:47][CH2:48][CH2:49][CH3:50])[C:45](=[O:51])[N:44]([CH2:52][C:53]2[CH:58]=[CH:57][CH:56]=[CH:55][C:54]=2[F:59])[C:43](=[O:60])[C:42]=1[NH:61][C:62](=[O:71])[CH2:63][C:64]1[CH:69]=[CH:68][C:67]([NH2:70])=[CH:66][CH:65]=1.C(N(CC)C(C)C)(C)C, predict the reaction product. The product is: [NH2:40][C:41]1[N:46]([CH2:47][CH2:48][CH2:49][CH3:50])[C:45](=[O:51])[N:44]([CH2:52][C:53]2[CH:58]=[CH:57][CH:56]=[CH:55][C:54]=2[F:59])[C:43](=[O:60])[C:42]=1[NH:61][C:62]([CH2:63][C:64]1[CH:65]=[CH:66][C:67]([NH:70][C:25]([C:23]2[N:22]=[CH:21][N:20]([C:1]([C:14]3[CH:15]=[CH:16][CH:17]=[CH:18][CH:19]=3)([C:2]3[CH:7]=[CH:6][CH:5]=[CH:4][CH:3]=3)[C:8]3[CH:9]=[CH:10][CH:11]=[CH:12][CH:13]=3)[CH:24]=2)=[O:26])=[CH:68][CH:69]=1)=[O:71]. (3) Given the reactants [O:1]=[C:2]1[NH:23][C:5]2([C:13]3[C:8](=[CH:9][CH:10]=[CH:11][CH:12]=3)[N:7]([CH2:14][C:15]([O:17]C(C)(C)C)=[O:16])[C:6]2=[O:22])[C:4](=[O:24])[NH:3]1.FC(F)(F)C(O)=O, predict the reaction product. The product is: [O:1]=[C:2]1[NH:23][C:5]2([C:13]3[C:8](=[CH:9][CH:10]=[CH:11][CH:12]=3)[N:7]([CH2:14][C:15]([OH:17])=[O:16])[C:6]2=[O:22])[C:4](=[O:24])[NH:3]1. (4) Given the reactants [NH2:1][C@H:2]([CH3:14])[C:3]([N:5]([CH2:7][C:8]1[CH:13]=[CH:12][CH:11]=[CH:10][CH:9]=1)[CH3:6])=O.[H-].[H-].[H-].[H-].[Li+].[Al+3].O.[OH-].[Na+], predict the reaction product. The product is: [CH2:7]([N:5]([CH3:6])[CH2:3][C@H:2]([NH2:1])[CH3:14])[C:8]1[CH:13]=[CH:12][CH:11]=[CH:10][CH:9]=1. (5) Given the reactants [O:1]=[C:2]1[CH2:10][C:9]2[C:4](=[CH:5][C:6]([C:11]([C:13]3[CH:14]=[C:15]([NH:19][C:20]([C:22]4[N:23]([CH3:27])[N:24]=[CH:25][CH:26]=4)=[O:21])[CH:16]=[CH:17][CH:18]=3)=[O:12])=[CH:7][CH:8]=2)[NH:3]1.[CH:28](OCC)=[O:29].[O-]CC.[Na+].Cl, predict the reaction product. The product is: [OH:29][CH:28]=[C:10]1[C:9]2[C:4](=[CH:5][C:6]([C:11]([C:13]3[CH:14]=[C:15]([NH:19][C:20]([C:22]4[N:23]([CH3:27])[N:24]=[CH:25][CH:26]=4)=[O:21])[CH:16]=[CH:17][CH:18]=3)=[O:12])=[CH:7][CH:8]=2)[NH:3][C:2]1=[O:1]. (6) Given the reactants [CH3:1][O:2][C:3]1[N:8]=[C:7]([C:9]2[CH:10]=[C:11]([OH:15])[CH:12]=[CH:13][CH:14]=2)[CH:6]=[C:5]([NH:16][CH2:17][CH2:18][C:19]2[CH:24]=[CH:23][C:22]([O:25][CH3:26])=[CH:21][CH:20]=2)[N:4]=1.C([O-])([O-])=O.[Cs+].[Cs+].Br[C:34]([CH3:41])([CH3:40])[C:35]([O:37][CH2:38][CH3:39])=[O:36], predict the reaction product. The product is: [CH2:38]([O:37][C:35](=[O:36])[C:34]([O:15][C:11]1[CH:12]=[CH:13][CH:14]=[C:9]([C:7]2[CH:6]=[C:5]([NH:16][CH2:17][CH2:18][C:19]3[CH:20]=[CH:21][C:22]([O:25][CH3:26])=[CH:23][CH:24]=3)[N:4]=[C:3]([O:2][CH3:1])[N:8]=2)[CH:10]=1)([CH3:41])[CH3:40])[CH3:39]. (7) Given the reactants C([O:4][CH2:5][C@@:6]([NH:19]C(=O)C)([CH3:18])[CH2:7][CH2:8][C:9]1[O:10][C:11]([C:14]#[C:15][CH2:16]Br)=[CH:12][CH:13]=1)(=O)C.[CH3:23][O:24][C:25]1[CH:26]=[C:27]([OH:33])[CH:28]=[CH:29][C:30]=1[O:31][CH3:32].[C:34]([OH:39])(=[O:38])[C:35]([OH:37])=[O:36].N[C@](C)(CCC1OC(C#CCOC2C=CC(Cl)=CC=2)=CC=1)CO, predict the reaction product. The product is: [C:34]([OH:39])(=[O:38])[C:35]([OH:37])=[O:36].[NH2:19][C@:6]([CH3:18])([CH2:7][CH2:8][C:9]1[O:10][C:11]([C:14]#[C:15][CH2:16][O:33][C:27]2[CH:28]=[CH:29][C:30]([O:31][CH3:32])=[C:25]([O:24][CH3:23])[CH:26]=2)=[CH:12][CH:13]=1)[CH2:5][OH:4].